From a dataset of Full USPTO retrosynthesis dataset with 1.9M reactions from patents (1976-2016). Predict the reactants needed to synthesize the given product. (1) Given the product [Br:1][C:2]1[CH:7]=[CH:6][CH:5]=[CH:4][C:3]=1[S:8]([CH2:10][CH2:11][CH2:12][N:28]1[CH2:29][CH2:30][CH:25]([C:21]2[CH:20]=[C:19]([NH:18][C:16](=[O:17])[CH:15]([CH3:14])[CH3:31])[CH:24]=[CH:23][CH:22]=2)[CH2:26][CH2:27]1)=[O:9], predict the reactants needed to synthesize it. The reactants are: [Br:1][C:2]1[CH:7]=[CH:6][CH:5]=[CH:4][C:3]=1[S:8]([CH2:10][CH2:11][CH2:12]Cl)=[O:9].[CH3:14][CH:15]([CH3:31])[C:16]([NH:18][C:19]1[CH:24]=[CH:23][CH:22]=[C:21]([CH:25]2[CH2:30][CH2:29][NH:28][CH2:27][CH2:26]2)[CH:20]=1)=[O:17]. (2) Given the product [Cl:1][C:2]1[CH:7]=[CH:6][C:5]([N+:8]([O-:10])=[O:9])=[C:4]([NH:11][C:18]2[CH:20]=[CH:21][C:15]([F:14])=[CH:16][CH:17]=2)[CH:3]=1, predict the reactants needed to synthesize it. The reactants are: [Cl:1][C:2]1[CH:7]=[CH:6][C:5]([N+:8]([O-:10])=[O:9])=[C:4]([N+:11]([O-])=O)[CH:3]=1.[F:14][C:15]1[CH:21]=[CH:20][C:18](N)=[CH:17][CH:16]=1. (3) The reactants are: [C:1]([O:5][C:6]([N:8]1[CH2:13][CH2:12][CH:11]([NH:14][C:15]2[CH:20]=[CH:19][CH:18]=[CH:17][C:16]=2[CH2:21]O)[CH2:10][CH2:9]1)=[O:7])([CH3:4])([CH3:3])[CH3:2].[C:23]1(=[O:33])[NH:27][C:26](=[O:28])[C:25]2=[CH:29][CH:30]=[CH:31][CH:32]=[C:24]12.C1(P(C2C=CC=CC=2)C2C=CC=CC=2)C=CC=CC=1.N(C(OCC)=O)=NC(OCC)=O. Given the product [C:1]([O:5][C:6]([N:8]1[CH2:9][CH2:10][CH:11]([NH:14][C:15]2[CH:20]=[CH:19][CH:18]=[CH:17][C:16]=2[CH2:21][N:27]2[C:23](=[O:33])[C:24]3=[CH:32][CH:31]=[CH:30][CH:29]=[C:25]3[C:26]2=[O:28])[CH2:12][CH2:13]1)=[O:7])([CH3:4])([CH3:3])[CH3:2], predict the reactants needed to synthesize it. (4) Given the product [Br:1][C:2]1[CH:7]=[CH:6][C:5]([C@H:8]([N:10]2[C:14](=[O:15])[C:13]3[C:12](=[CH:20][CH:19]=[CH:18][CH:17]=3)[C:11]2=[O:16])[CH3:9])=[CH:4][CH:3]=1, predict the reactants needed to synthesize it. The reactants are: [Br:1][C:2]1[CH:7]=[CH:6][C:5]([C@H:8]([NH2:10])[CH3:9])=[CH:4][CH:3]=1.[C:11]1(=O)[O:16][C:14](=[O:15])[C:13]2=[CH:17][CH:18]=[CH:19][CH:20]=[C:12]12. (5) Given the product [OH:12][CH2:13][CH2:14][C:15]1[C:16]([C:11]([NH:10][CH2:9][C:6]2[CH:7]=[CH:8][C:3]([O:2][CH3:1])=[CH:4][CH:5]=2)=[O:21])=[CH:17][N:18]=[CH:19][CH:20]=1, predict the reactants needed to synthesize it. The reactants are: [CH3:1][O:2][C:3]1[CH:8]=[CH:7][C:6]([CH2:9][NH2:10])=[CH:5][CH:4]=1.[C:11]1(=[O:21])[C:16]2=[CH:17][N:18]=[CH:19][CH:20]=[C:15]2[CH2:14][CH2:13][O:12]1.CO.Cl. (6) Given the product [F:8][C:7]1[CH:6]=[CH:5][C:4]([C:9]2([C:19]3[CH:24]=[CH:23][N:22]=[CH:21][CH:20]=3)[C:17]3[C:12](=[CH:13][CH:14]=[CH:15][CH:16]=3)[C:11]([NH2:18])=[N:10]2)=[CH:3][C:2]=1[C:31]1[C:26]([F:25])=[N:27][CH:28]=[CH:29][CH:30]=1, predict the reactants needed to synthesize it. The reactants are: Br[C:2]1[CH:3]=[C:4]([C:9]2([C:19]3[CH:24]=[CH:23][N:22]=[CH:21][CH:20]=3)[C:17]3[C:12](=[CH:13][CH:14]=[CH:15][CH:16]=3)[C:11]([NH2:18])=[N:10]2)[CH:5]=[CH:6][C:7]=1[F:8].[F:25][C:26]1[C:31](B(O)O)=[CH:30][CH:29]=[CH:28][N:27]=1.